From a dataset of Reaction yield outcomes from USPTO patents with 853,638 reactions. Predict the reaction yield, written as a fraction of the theoretical maximum amount of product (1.0 means a 100% yield; for example, 0.34 means a 34% yield). (1) The product is [CH3:19][O:20][C:21]1[CH:22]=[C:23]([CH:26]=[CH:27][CH:28]=1)[CH2:24][N:15]1[CH2:16][CH2:17][CH:12]([C:8]2[CH:7]=[C:6]([NH:5][C:3](=[O:4])[CH:2]([CH3:18])[CH3:1])[CH:11]=[CH:10][CH:9]=2)[CH2:13][CH2:14]1. The reactants are [CH3:1][CH:2]([CH3:18])[C:3]([NH:5][C:6]1[CH:11]=[CH:10][CH:9]=[C:8]([CH:12]2[CH2:17][CH2:16][NH:15][CH2:14][CH2:13]2)[CH:7]=1)=[O:4].[CH3:19][O:20][C:21]1[CH:22]=[C:23]([CH:26]=[CH:27][CH:28]=1)[CH2:24]Cl.C(N(C(C)C)CC)(C)C.N. The yield is 0.279. The catalyst is [I-].C([N+](CCCC)(CCCC)CCCC)CCC.C(Cl)(Cl)Cl.O1CCOCC1. (2) The catalyst is CN(C=O)C. The yield is 0.330. The reactants are [Cl:1][C:2]1[N:7]=[C:6]([NH2:8])[CH:5]=[CH:4][N:3]=1.[H-].[Na+].[CH3:11][O:12][CH2:13][C:14](Cl)=[O:15]. The product is [Cl:1][C:2]1[N:7]=[C:6]([NH:8][C:14](=[O:15])[CH2:13][O:12][CH3:11])[CH:5]=[CH:4][N:3]=1. (3) The reactants are [O:1]=[C:2]1[C:7](C(O)=O)=[CH:6][NH:5][N:4]2[CH:11]=[CH:12][CH:13]=[C:3]12. The catalyst is CS(C)=O. The product is [NH:5]1[CH:6]=[CH:7][C:2](=[O:1])[C:3]2=[CH:13][CH:12]=[CH:11][N:4]12. The yield is 0.740.